Dataset: Catalyst prediction with 721,799 reactions and 888 catalyst types from USPTO. Task: Predict which catalyst facilitates the given reaction. (1) Reactant: Br[C:2]1[CH:7]=[C:6]([C:8]2[N:12]([CH3:13])[C:11]3[CH:14]=[CH:15][CH:16]=[CH:17][C:10]=3[N:9]=2)[C:5]([F:18])=[CH:4][N:3]=1.[C:19]([N:26]1[CH2:31][CH2:30][NH:29][CH2:28][CH2:27]1)([O:21][C:22]([CH3:25])([CH3:24])[CH3:23])=[O:20].[F-].[Cs+].ClCCl. Product: [F:18][C:5]1[C:6]([C:8]2[N:12]([CH3:13])[C:11]3[CH:14]=[CH:15][CH:16]=[CH:17][C:10]=3[N:9]=2)=[CH:7][C:2]([N:29]2[CH2:28][CH2:27][N:26]([C:19]([O:21][C:22]([CH3:25])([CH3:24])[CH3:23])=[O:20])[CH2:31][CH2:30]2)=[N:3][CH:4]=1. The catalyst class is: 376. (2) Reactant: [CH3:1][O:2][C:3]([C:5]1[C:14]([CH3:15])=[C:13]([OH:16])[C:12]2[C:7](=[CH:8][CH:9]=[C:10]([F:17])[CH:11]=2)[CH:6]=1)=[O:4].C(=O)([O-])[O-].[K+].[K+].[CH2:24](Br)[C:25]1[CH:30]=[CH:29][CH:28]=[CH:27][CH:26]=1. Product: [CH3:1][O:2][C:3]([C:5]1[C:14]([CH3:15])=[C:13]([O:16][CH2:24][C:25]2[CH:30]=[CH:29][CH:28]=[CH:27][CH:26]=2)[C:12]2[C:7](=[CH:8][CH:9]=[C:10]([F:17])[CH:11]=2)[CH:6]=1)=[O:4]. The catalyst class is: 21. (3) Product: [CH3:12][C:8]1([CH3:13])[CH2:9][C:10](=[O:11])[CH2:5][CH2:6][S:7]1. The catalyst class is: 82. Reactant: COC([CH:5]1[C:10](=[O:11])[CH2:9][C:8]([CH3:13])([CH3:12])[S:7][CH2:6]1)=O.COC(C1C(=O)CCSC1(C)C)=O. (4) Reactant: [C:1]([C:3]1[CH:8]=[C:7]([N+:9]([O-])=O)[CH:6]=[C:5]([O:12][CH2:13][CH2:14][O:15][CH2:16][CH2:17][O:18][CH2:19][CH2:20][O:21][CH3:22])[CH:4]=1)#[CH:2].[NH4+].[Cl-]. Product: [C:1]([C:3]1[CH:8]=[C:7]([CH:6]=[C:5]([O:12][CH2:13][CH2:14][O:15][CH2:16][CH2:17][O:18][CH2:19][CH2:20][O:21][CH3:22])[CH:4]=1)[NH2:9])#[CH:2]. The catalyst class is: 190. (5) Reactant: [C:1](OC(=O)C)(=[O:3])[CH3:2].[NH2:8][CH2:9][C@H:10]1[O:14][C:13](=[O:15])[N:12]([C:16]2[CH:17]=[C:18]3[C:22](=[CH:23][CH:24]=2)[N:21]([CH2:25][CH2:26][CH3:27])[C:20](=[O:28])[CH2:19]3)[CH2:11]1.C(N(CC)C(C)C)(C)C. Product: [O:15]=[C:13]1[N:12]([C:16]2[CH:17]=[C:18]3[C:22](=[CH:23][CH:24]=2)[N:21]([CH2:25][CH2:26][CH3:27])[C:20](=[O:28])[CH2:19]3)[CH2:11][C@H:10]([CH2:9][NH:8][C:1](=[O:3])[CH3:2])[O:14]1. The catalyst class is: 4. (6) Reactant: [NH2:1][C:2]1[CH:7]=[CH:6][C:5](O)=[CH:4][C:3]=1[N+:9]([O-:11])=[O:10].[CH3:12][C:13]1[N:14]=[CH:15][S:16][C:17]=1[CH2:18][CH2:19][OH:20].C1(P(C2C=CC=CC=2)C2C=CC=CC=2)C=CC=CC=1.N(C(OC(C)(C)C)=O)=NC(OC(C)(C)C)=O. The catalyst class is: 1. Product: [CH3:12][C:13]1[N:14]=[CH:15][S:16][C:17]=1[CH2:18][CH2:19][O:20][NH:1][C:2]1[CH:7]=[CH:6][CH:5]=[CH:4][C:3]=1[N+:9]([O-:11])=[O:10]. (7) The catalyst class is: 9. Reactant: C(=O)([O-])[O-].[K+].[K+].[OH:7][C:8]1[CH:24]=[CH:23][C:11]([CH2:12][CH:13]2[CH2:22][CH2:21][C:16]3([O:20][CH2:19][CH2:18][O:17]3)[CH2:15][CH2:14]2)=[CH:10][CH:9]=1.Br[CH2:26][CH2:27][CH2:28][Cl:29].C(OCC)C. Product: [Cl:29][CH2:28][CH2:27][CH2:26][O:7][C:8]1[CH:9]=[CH:10][C:11]([CH2:12][CH:13]2[CH2:22][CH2:21][C:16]3([O:17][CH2:18][CH2:19][O:20]3)[CH2:15][CH2:14]2)=[CH:23][CH:24]=1.